From a dataset of Buchwald-Hartwig C-N cross coupling reaction yields with 55,370 reactions. Predict the reaction yield, written as a fraction of the theoretical maximum amount of product (1.0 means a 100% yield; for example, 0.34 means a 34% yield). The reactants are Brc1ccccn1.Cc1ccc(N)cc1.O=S(=O)(O[Pd]1c2ccccc2-c2ccccc2N~1)C(F)(F)F.COc1ccc(OC)c(P(C(C)(C)C)C(C)(C)C)c1-c1c(C(C)C)cc(C(C)C)cc1C(C)C.CN(C)C(=NC(C)(C)C)N(C)C.c1ccc(CN(Cc2ccccc2)c2ccon2)cc1. No catalyst specified. The product is Cc1ccc(Nc2ccccn2)cc1. The yield is 0.592.